Dataset: Full USPTO retrosynthesis dataset with 1.9M reactions from patents (1976-2016). Task: Predict the reactants needed to synthesize the given product. (1) Given the product [Cl:18][C:12]1[CH:13]=[CH:14][CH:15]=[C:16]([Cl:17])[C:11]=1[C:4]1[C:3]([CH2:2][O:19][C:20]2[CH:21]=[CH:22][C:23]([C:26]3[CH:35]=[C:34]4[C:29]([CH:30]=[CH:31][C:32]([C:36]([O:38][CH3:39])=[O:37])=[CH:33]4)=[CH:28][CH:27]=3)=[CH:24][CH:25]=2)=[C:7]([CH:8]([CH3:10])[CH3:9])[O:6][N:5]=1, predict the reactants needed to synthesize it. The reactants are: Cl[CH2:2][C:3]1[C:4]([C:11]2[C:16]([Cl:17])=[CH:15][CH:14]=[CH:13][C:12]=2[Cl:18])=[N:5][O:6][C:7]=1[CH:8]([CH3:10])[CH3:9].[OH:19][C:20]1[CH:25]=[CH:24][C:23]([C:26]2[CH:35]=[C:34]3[C:29]([CH:30]=[CH:31][C:32]([C:36]([O:38][CH3:39])=[O:37])=[CH:33]3)=[CH:28][CH:27]=2)=[CH:22][CH:21]=1.C(=O)([O-])[O-].[Cs+].[Cs+]. (2) Given the product [CH3:54][O:55][C:56](=[O:68])[CH:57]([CH2:60][C:61]1[CH:62]=[CH:63][C:64]([O:16][CH2:15][CH2:14][C:11]2[CH:12]=[CH:13][C:8]([S:7][C:1]3[CH:2]=[CH:3][CH:4]=[CH:5][CH:6]=3)=[CH:9][CH:10]=2)=[CH:65][CH:66]=1)[CH2:58][CH3:59], predict the reactants needed to synthesize it. The reactants are: [C:1]1([S:7][C:8]2[CH:13]=[CH:12][C:11]([CH2:14][CH2:15][OH:16])=[CH:10][CH:9]=2)[CH:6]=[CH:5][CH:4]=[CH:3][CH:2]=1.N(C(N1CCCCC1)=O)=NC(N1CCCCC1)=O.C1(P(C2C=CC=CC=2)C2C=CC=CC=2)C=CC=CC=1.[CH3:54][O:55][C:56](=[O:68])[CH:57]([CH2:60][C:61]1[CH:66]=[CH:65][C:64](O)=[CH:63][CH:62]=1)[CH2:58][CH3:59]. (3) Given the product [F:4][C:5]1[CH:12]=[CH:11][CH:10]=[CH:9][C:6]=1[CH:7]=[N:2][OH:3], predict the reactants needed to synthesize it. The reactants are: Cl.[NH2:2][OH:3].[F:4][C:5]1[CH:12]=[CH:11][CH:10]=[CH:9][C:6]=1[CH:7]=O.[OH-].[Na+].Cl. (4) The reactants are: [CH3:1][C:2]1(O)[CH2:7][CH2:6][N:5]([C:8]2[CH:13]=[CH:12][C:11]([N:14]3[CH2:18][C@H:17]([CH2:19][NH:20][C:21](=[O:23])[CH3:22])[O:16][C:15]3=[O:24])=[CH:10][C:9]=2[F:25])[CH2:4][CH2:3]1.CCN(S(F)(F)[F:33])CC. Given the product [F:33][C:2]1([CH3:1])[CH2:7][CH2:6][N:5]([C:8]2[CH:13]=[CH:12][C:11]([N:14]3[CH2:18][C@H:17]([CH2:19][NH:20][C:21](=[O:23])[CH3:22])[O:16][C:15]3=[O:24])=[CH:10][C:9]=2[F:25])[CH2:4][CH2:3]1, predict the reactants needed to synthesize it. (5) Given the product [Br:1][C:2]1[CH:9]=[CH:8][C:7]([C:10]([F:11])([F:12])[F:13])=[CH:6][C:3]=1[CH:4]=[O:5], predict the reactants needed to synthesize it. The reactants are: [Br:1][C:2]1[CH:9]=[CH:8][C:7]([C:10]([F:13])([F:12])[F:11])=[CH:6][C:3]=1[CH2:4][OH:5].C[N+]1([O-])CCOCC1. (6) Given the product [F:1][C:2]1[CH:7]=[C:6]([NH:8][C:9]2[CH:13]=[CH:12][N:11]([CH3:14])[N:10]=2)[C:5]([NH2:15])=[CH:4][CH:3]=1, predict the reactants needed to synthesize it. The reactants are: [F:1][C:2]1[CH:3]=[CH:4][C:5]([N+:15]([O-])=O)=[C:6]([NH:8][C:9]2[CH:13]=[CH:12][N:11]([CH3:14])[N:10]=2)[CH:7]=1. (7) Given the product [C:55](=[O:56])([OH:8])[OH:57].[CH2:73]([OH:74])[C@H:71]([C@H:69]([C@@H:67]([C@@H:65]([CH2:64][OH:75])[OH:66])[OH:68])[OH:70])[OH:72], predict the reactants needed to synthesize it. The reactants are: CC1C(=[O:8])[C@@H](O)CC(C)(C)C=1/C=C/C(/C)=C/C=C/C(/C)=C/C=C/C=C(\C)/C=C/C=C(\C)/C=C/C1C(C)(C)C[C@H](O)C(=O)C=1C.CCN(C(C)C)C(C)C.Cl[C:55]([O:57]C(Cl)C(Cl)(Cl)Cl)=[O:56].[CH2:64]([OH:75])[C@H:65]([C@H:67]([C@@H:69]([C@@H:71]([CH2:73][OH:74])[OH:72])[OH:70])[OH:68])[OH:66]. (8) Given the product [CH3:19][O:20][CH2:21][O:22][C:23]1[CH:28]=[C:27]([O:29][CH2:30][O:31][CH3:32])[CH:26]=[CH:25][C:24]=1[CH:33]1[CH2:38][CH2:37][CH2:36][CH:35]([CH2:39][OH:45])[CH2:34]1, predict the reactants needed to synthesize it. The reactants are: C1(C2CCCCCCCC2)BCCCCCCC1.[CH3:19][O:20][CH2:21][O:22][C:23]1[CH:28]=[C:27]([O:29][CH2:30][O:31][CH3:32])[CH:26]=[CH:25][C:24]=1[CH:33]1[CH2:38][CH2:37][CH2:36][C:35](=[CH2:39])[CH2:34]1.OO.[OH-].[Na+].S(S([O-])=O)([O-])(=O)=[O:45].[Na+].[Na+].